This data is from Forward reaction prediction with 1.9M reactions from USPTO patents (1976-2016). The task is: Predict the product of the given reaction. (1) Given the reactants [CH3:1][O:2][C:3](=[O:22])[C:4]1[CH:9]=[CH:8][C:7]([CH2:10][NH:11][C:12]2[CH:17]=[CH:16][C:15]([C:18]([CH3:21])([CH3:20])[CH3:19])=[CH:14][CH:13]=2)=[CH:6][CH:5]=1.[C:23]([O:27][C:28](O[C:28]([O:27][C:23]([CH3:26])([CH3:25])[CH3:24])=[O:29])=[O:29])([CH3:26])([CH3:25])[CH3:24], predict the reaction product. The product is: [CH3:1][O:2][C:3](=[O:22])[C:4]1[CH:5]=[CH:6][C:7]([CH2:10][N:11]([C:28]([O:27][C:23]([CH3:26])([CH3:25])[CH3:24])=[O:29])[C:12]2[CH:17]=[CH:16][C:15]([C:18]([CH3:19])([CH3:21])[CH3:20])=[CH:14][CH:13]=2)=[CH:8][CH:9]=1. (2) Given the reactants [NH2:1][C:2]1[N:7]=[CH:6][N:5]=[C:4]([NH:8][C@H:9]([C:11]2[N:16]([C:17]3[CH:22]=[CH:21][CH:20]=[CH:19][CH:18]=3)[C:15](=[O:23])[C:14]3=[C:24]([CH3:27])[CH:25]=[CH:26][N:13]3[N:12]=2)[CH3:10])[C:3]=1Br.[F:29][C:30]([F:41])([F:40])[C:31]1[CH:36]=[C:35](B(O)O)[CH:34]=[CH:33][N:32]=1.C(=O)([O-])[O-].[Cs+].[Cs+], predict the reaction product. The product is: [NH2:1][C:2]1[N:7]=[CH:6][N:5]=[C:4]([NH:8][C@H:9]([C:11]2[N:16]([C:17]3[CH:22]=[CH:21][CH:20]=[CH:19][CH:18]=3)[C:15](=[O:23])[C:14]3=[C:24]([CH3:27])[CH:25]=[CH:26][N:13]3[N:12]=2)[CH3:10])[C:3]=1[C:35]1[CH:34]=[CH:33][N:32]=[C:31]([C:30]([F:41])([F:40])[F:29])[CH:36]=1. (3) Given the reactants [F:1][C:2]1[CH:32]=[N:31][C:5]2[N:6]([CH:26]3[CH2:30][CH2:29][S:28][CH2:27]3)[C:7](=[O:25])[N:8]([C@@H:11]3[CH2:16][CH2:15][C@H:14]([NH:17]C(=O)OC(C)(C)C)[CH2:13][CH2:12]3)[C:9](=[O:10])[C:4]=2[CH:3]=1.[ClH:33], predict the reaction product. The product is: [ClH:33].[NH2:17][C@@H:14]1[CH2:15][CH2:16][C@H:11]([N:8]2[C:9](=[O:10])[C:4]3[CH:3]=[C:2]([F:1])[CH:32]=[N:31][C:5]=3[N:6]([CH:26]3[CH2:30][CH2:29][S:28][CH2:27]3)[C:7]2=[O:25])[CH2:12][CH2:13]1.